From a dataset of Peptide-MHC class I binding affinity with 185,985 pairs from IEDB/IMGT. Regression. Given a peptide amino acid sequence and an MHC pseudo amino acid sequence, predict their binding affinity value. This is MHC class I binding data. (1) The peptide sequence is GPEGPLGQL. The MHC is HLA-B18:01 with pseudo-sequence HLA-B18:01. The binding affinity (normalized) is 0.213. (2) The peptide sequence is AVLLHEESM. The MHC is HLA-A02:06 with pseudo-sequence HLA-A02:06. The binding affinity (normalized) is 0.308. (3) The peptide sequence is DMLKLFTHDI. The MHC is HLA-A68:02 with pseudo-sequence HLA-A68:02. The binding affinity (normalized) is 0.190. (4) The MHC is HLA-A31:01 with pseudo-sequence HLA-A31:01. The binding affinity (normalized) is 0.135. The peptide sequence is PCMINDTHFL. (5) The peptide sequence is PHYNNPWNT. The MHC is HLA-B15:01 with pseudo-sequence HLA-B15:01. The binding affinity (normalized) is 0.0847. (6) The peptide sequence is WQLTSIWPI. The MHC is HLA-C04:01 with pseudo-sequence HLA-C04:01. The binding affinity (normalized) is 0.213.